Dataset: Forward reaction prediction with 1.9M reactions from USPTO patents (1976-2016). Task: Predict the product of the given reaction. (1) The product is: [Cl:30][CH2:31][CH2:32][CH2:33][O:34][C:2]1[NH:1][C:9]2[C:4]([C:3]=1[C:10]([O:12][CH3:13])=[O:11])=[CH:5][CH:6]=[CH:7][CH:8]=2. Given the reactants [NH:1]1[C:9]2[C:4](=[CH:5][CH:6]=[CH:7][CH:8]=2)[C:3]([C:10]([O:12][CH3:13])=[O:11])=[CH:2]1.C1N2CCN(CC2)C1.C1C(=O)N(Cl)C(=O)C1.[Cl:30][CH2:31][CH2:32][CH2:33][OH:34].CS(O)(=O)=O, predict the reaction product. (2) Given the reactants [C:1]([C:9]1[CH:10]=[N:11][C:12]2[C:17]([C:18]=1[C:19]1[CH:20]=[C:21]([NH:25][C:26]([NH:28][C:29]3[CH:38]=[CH:37][CH:36]=[CH:35][C:30]=3[C:31]([O:33]C)=O)=[O:27])[CH:22]=[CH:23][CH:24]=1)=[CH:16][CH:15]=[CH:14][C:13]=2[C:39]([F:42])([F:41])[F:40])(=[O:8])[C:2]1[CH:7]=[CH:6][CH:5]=[CH:4][CH:3]=1.[Li+].[OH-], predict the reaction product. The product is: [C:1]([C:9]1[CH:10]=[N:11][C:12]2[C:17]([C:18]=1[C:19]1[CH:20]=[C:21]([N:25]3[C:31](=[O:33])[C:30]4[C:29](=[CH:38][CH:37]=[CH:36][CH:35]=4)[NH:28][C:26]3=[O:27])[CH:22]=[CH:23][CH:24]=1)=[CH:16][CH:15]=[CH:14][C:13]=2[C:39]([F:42])([F:41])[F:40])(=[O:8])[C:2]1[CH:3]=[CH:4][CH:5]=[CH:6][CH:7]=1. (3) Given the reactants B.O1CCCC1.[Br:7][C:8]1[C:32]([F:33])=[CH:31][C:11]2[O:12][C:13]3[CH:30]=[CH:29][CH:28]=[CH:27][C:14]=3[C@H:15]3[C@H:20]([NH:21][C:22](=[O:25])[O:23][CH3:24])[CH2:19][CH2:18][C:17](=O)[N:16]3[C:10]=2[CH:9]=1.Cl, predict the reaction product. The product is: [Br:7][C:8]1[C:32]([F:33])=[CH:31][C:11]2[O:12][C:13]3[CH:30]=[CH:29][CH:28]=[CH:27][C:14]=3[C@H:15]3[C@H:20]([NH:21][C:22](=[O:25])[O:23][CH3:24])[CH2:19][CH2:18][CH2:17][N:16]3[C:10]=2[CH:9]=1.